From a dataset of Forward reaction prediction with 1.9M reactions from USPTO patents (1976-2016). Predict the product of the given reaction. Given the reactants [CH3:1][C@@H:2]1[CH2:7][CH2:6][C@H:5]([O:8][C:9]2[C:10]([C:21]([F:24])([F:23])[F:22])=[C:11]3[C:16](=[CH:17][CH:18]=2)[C:15]([CH2:19][OH:20])=[CH:14][CH:13]=[CH:12]3)[CH2:4][CH2:3]1, predict the reaction product. The product is: [CH3:1][C@@H:2]1[CH2:3][CH2:4][C@H:5]([O:8][C:9]2[C:10]([C:21]([F:22])([F:23])[F:24])=[C:11]3[C:16](=[CH:17][CH:18]=2)[C:15]([CH:19]=[O:20])=[CH:14][CH:13]=[CH:12]3)[CH2:6][CH2:7]1.